From a dataset of Reaction yield outcomes from USPTO patents with 853,638 reactions. Predict the reaction yield, written as a fraction of the theoretical maximum amount of product (1.0 means a 100% yield; for example, 0.34 means a 34% yield). The reactants are [CH2:1]([N:3]1[CH2:8][C:7]([CH3:10])([CH3:9])[O:6][C:5](=[O:11])[CH:4]1[CH2:12][C:13]([OH:15])=O)[CH3:2].C(N(C(C)C)CC)(C)C.CN(C(ON1N=NC2C=CC=NC1=2)=[N+](C)C)C.F[P-](F)(F)(F)(F)F.[Cl:49][C:50]1[CH:57]=[CH:56][CH:55]=[CH:54][C:51]=1[CH2:52][NH2:53]. The catalyst is CN(C=O)C. The product is [Cl:49][C:50]1[CH:57]=[CH:56][CH:55]=[CH:54][C:51]=1[CH2:52][NH:53][C:13](=[O:15])[CH2:12][CH:4]1[C:5](=[O:11])[O:6][C:7]([CH3:9])([CH3:10])[CH2:8][N:3]1[CH2:1][CH3:2]. The yield is 0.360.